From a dataset of Full USPTO retrosynthesis dataset with 1.9M reactions from patents (1976-2016). Predict the reactants needed to synthesize the given product. Given the product [CH3:15][C:12]([O:11][C:9](=[O:10])[N:27]([C:23]1[C:22]([Cl:28])=[CH:21][CH:20]=[C:19]2[C:24]=1[CH:25]=[CH:26][C:17]([Cl:16])=[N:18]2)[C:9]([O:11][C:12]([CH3:15])([CH3:14])[CH3:13])=[O:10])([CH3:13])[CH3:14], predict the reactants needed to synthesize it. The reactants are: [C:9](O[C:9]([O:11][C:12]([CH3:15])([CH3:14])[CH3:13])=[O:10])([O:11][C:12]([CH3:15])([CH3:14])[CH3:13])=[O:10].[Cl:16][C:17]1[CH:26]=[CH:25][C:24]2[C:19](=[CH:20][CH:21]=[C:22]([Cl:28])[C:23]=2[NH2:27])[N:18]=1.